Dataset: Catalyst prediction with 721,799 reactions and 888 catalyst types from USPTO. Task: Predict which catalyst facilitates the given reaction. (1) Reactant: [Br:1][C:2]1[CH:3]=[N:4][CH:5]=[C:6]([N+:9]([O-:11])=[O:10])[C:7]=1Cl.O.[NH2:13][NH2:14]. Product: [Br:1][C:2]1[CH:3]=[N:4][CH:5]=[C:6]([N+:9]([O-:11])=[O:10])[C:7]=1[NH:13][NH2:14]. The catalyst class is: 8. (2) Reactant: [Br:1][C:2]1[CH:7]=[CH:6][CH:5]=[CH:4][C:3]=1[CH2:8][N:9]1[C:14](=[O:15])[C:13]([C:16]([NH:18][CH2:19][C:20]([O:22]CC)=[O:21])=[O:17])=[C:12]([OH:25])[C:11]([C:26](OC)=[O:27])=[C:10]1[OH:30].C(N(C(C)C)CC)(C)C.Cl.[CH:41]1([CH2:44][CH2:45][NH2:46])[CH2:43][CH2:42]1.Cl. Product: [Br:1][C:2]1[CH:7]=[CH:6][CH:5]=[CH:4][C:3]=1[CH2:8][N:9]1[C:10]([OH:30])=[C:11]([C:26]([NH:46][CH2:45][CH2:44][CH:41]2[CH2:43][CH2:42]2)=[O:27])[C:12]([OH:25])=[C:13]([C:16]([NH:18][CH2:19][C:20]([OH:22])=[O:21])=[O:17])[C:14]1=[O:15]. The catalyst class is: 22. (3) Reactant: C1(P(C2C=CC=CC=2)C2C=CC=CC=2)C=CC=CC=1.[S:20]([Cl:24])(Cl)(=[O:22])=[O:21].[Br:25][C:26]1[S:30][C:29](/[CH:31]=[CH:32]/S([O-])(=O)=O)=[CH:28][CH:27]=1.C([N+](CCCC)(CCCC)CCCC)CCC. Product: [Br:25][C:26]1[S:30][C:29](/[CH:31]=[CH:32]/[S:20]([Cl:24])(=[O:22])=[O:21])=[CH:28][CH:27]=1. The catalyst class is: 4. (4) Reactant: Br[C:2]1[CH:25]=[CH:24][C:5]2[C:6]3[CH:7]=[N:8][N:9]([C:13]4[CH:18]=[CH:17][C:16]([O:19][C:20]([F:23])([F:22])[F:21])=[CH:15][CH:14]=4)[C:10]=3[CH2:11][CH2:12][C:4]=2[CH:3]=1.[Li]CCCC.CN([CH:34]=[O:35])C. Product: [F:21][C:20]([F:22])([F:23])[O:19][C:16]1[CH:17]=[CH:18][C:13]([N:9]2[C:10]3[CH2:11][CH2:12][C:4]4[CH:3]=[C:2]([CH:34]=[O:35])[CH:25]=[CH:24][C:5]=4[C:6]=3[CH:7]=[N:8]2)=[CH:14][CH:15]=1. The catalyst class is: 1. (5) Reactant: [N+:1]([C:4]1[CH:12]=[C:11]2[C:7]([CH:8]=[CH:9][NH:10]2)=[CH:6][CH:5]=1)([O-])=O.Br[CH:14]([CH2:16][CH3:17])[CH3:15]. Product: [CH:14]([C:8]1[C:7]2[C:11](=[CH:12][C:4]([NH2:1])=[CH:5][CH:6]=2)[NH:10][CH:9]=1)([CH2:16][CH3:17])[CH3:15]. The catalyst class is: 23. (6) Reactant: [CH2:1]([N:8]1[C:16]2[CH:15]=[CH:14][CH:13]=[C:12]([OH:17])[C:11]=2[CH:10]=[C:9]1[CH3:18])[C:2]1[CH:7]=[CH:6][CH:5]=[CH:4][CH:3]=1.[H-].[Na+].[CH2:21]([O:23][C:24](=[O:29])[C:25](Br)([CH3:27])[CH3:26])[CH3:22]. Product: [CH2:21]([O:23][C:24](=[O:29])[C:25]([O:17][C:12]1[CH:13]=[CH:14][CH:15]=[C:16]2[C:11]=1[CH:10]=[C:9]([CH3:18])[N:8]2[CH2:1][C:2]1[CH:3]=[CH:4][CH:5]=[CH:6][CH:7]=1)([CH3:27])[CH3:26])[CH3:22]. The catalyst class is: 42. (7) Reactant: CO[C:3](=[O:15])[C:4]([CH3:14])([NH:6][CH2:7][C:8]1[CH:13]=[CH:12][N:11]=[CH:10][CH:9]=1)[CH3:5].[C:16]([N:23]1[CH:27]=[CH:26]N=C1)(N1C=CN=C1)=[O:17].NC1[CH:38]=[C:37]2[C:32]([C:33]([C:40]([F:43])([F:42])[F:41])=[CH:34][C:35](=[O:39])[O:36]2)=[CH:31]C=1.CN([CH:47]=[O:48])C. Product: [F:41][C:40]([F:43])([F:42])[C:47]([OH:48])=[O:17].[CH3:14][C:4]1([CH3:5])[N:6]([CH2:7][C:8]2[CH:9]=[CH:10][N:11]=[CH:12][CH:13]=2)[C:16](=[O:17])[N:23]([C:27]2[CH:26]=[CH:31][C:32]3[C:33]([C:40]([F:43])([F:41])[F:42])=[CH:34][C:35](=[O:39])[O:36][C:37]=3[CH:38]=2)[C:3]1=[O:15]. The catalyst class is: 7.